This data is from NCI-60 drug combinations with 297,098 pairs across 59 cell lines. The task is: Regression. Given two drug SMILES strings and cell line genomic features, predict the synergy score measuring deviation from expected non-interaction effect. (1) Drug 1: C1CN1P(=S)(N2CC2)N3CC3. Drug 2: C1=NC(=NC(=O)N1C2C(C(C(O2)CO)O)O)N. Cell line: OVCAR-4. Synergy scores: CSS=26.0, Synergy_ZIP=-6.50, Synergy_Bliss=1.32, Synergy_Loewe=-24.8, Synergy_HSA=-3.32. (2) Drug 1: CCC1(CC2CC(C3=C(CCN(C2)C1)C4=CC=CC=C4N3)(C5=C(C=C6C(=C5)C78CCN9C7C(C=CC9)(C(C(C8N6C)(C(=O)OC)O)OC(=O)C)CC)OC)C(=O)OC)O.OS(=O)(=O)O. Drug 2: C1C(C(OC1N2C=NC(=NC2=O)N)CO)O. Cell line: NCI-H322M. Synergy scores: CSS=1.09, Synergy_ZIP=-0.315, Synergy_Bliss=0.0585, Synergy_Loewe=0.114, Synergy_HSA=-0.251. (3) Drug 1: C1=NC2=C(N1)C(=S)N=C(N2)N. Drug 2: CC1=C(C(=CC=C1)Cl)NC(=O)C2=CN=C(S2)NC3=CC(=NC(=N3)C)N4CCN(CC4)CCO. Cell line: HCC-2998. Synergy scores: CSS=28.8, Synergy_ZIP=1.25, Synergy_Bliss=1.17, Synergy_Loewe=-2.67, Synergy_HSA=-1.88. (4) Drug 1: CN(CCCl)CCCl.Cl. Drug 2: CC1CCCC2(C(O2)CC(NC(=O)CC(C(C(=O)C(C1O)C)(C)C)O)C(=CC3=CSC(=N3)C)C)C. Cell line: SN12C. Synergy scores: CSS=46.1, Synergy_ZIP=-5.21, Synergy_Bliss=-7.27, Synergy_Loewe=-8.81, Synergy_HSA=-2.57.